Dataset: Full USPTO retrosynthesis dataset with 1.9M reactions from patents (1976-2016). Task: Predict the reactants needed to synthesize the given product. (1) Given the product [C:1]([O:5][C:6]([N:8]1[CH2:13][CH2:12][CH:11]([CH2:14][CH2:15][OH:16])[CH2:10][CH2:9]1)=[O:7])([CH3:4])([CH3:3])[CH3:2], predict the reactants needed to synthesize it. The reactants are: [C:1]([O:5][C:6]([N:8]1[CH2:13][CH2:12][CH:11]([CH2:14][C:15](O)=[O:16])[CH2:10][CH2:9]1)=[O:7])([CH3:4])([CH3:3])[CH3:2].B#B.[H][H].Cl.[OH-].[Na+]. (2) Given the product [C:1]([C@@:3]1([F:25])[C@H:7]([OH:8])[CH2:6][O:5][C@H:4]1[N:9]1[CH:17]=[N:16][C:15]2[C:14](=[O:18])[NH:13][C:12]([NH2:19])=[N:11][C:10]1=2)#[CH:2], predict the reactants needed to synthesize it. The reactants are: [C:1]([C@@:3]1([F:25])[C@H:7]([OH:8])[CH2:6][O:5][C@H:4]1[N:9]1[CH:17]=[N:16][C:15]2[C:14](=[O:18])[NH:13][C:12]([NH:19]C(=O)C(C)C)=[N:11][C:10]1=2)#[CH:2].